From a dataset of Catalyst prediction with 721,799 reactions and 888 catalyst types from USPTO. Predict which catalyst facilitates the given reaction. (1) Reactant: Cl[C:2]1[N:6]([C:7]2[CH:8]=[C:9]([CH:15]=[CH:16][CH:17]=2)[C:10]([O:12][CH2:13]C)=[O:11])[C:5]2[CH:18]=[CH:19][C:20]([C:22]([F:25])([F:24])[F:23])=[CH:21][C:4]=2[N:3]=1.[CH3:26][OH:27].C[O-].[Na+]. Product: [CH3:26][O:27][C:2]1[N:6]([C:7]2[CH:8]=[C:9]([CH:15]=[CH:16][CH:17]=2)[C:10]([O:12][CH3:13])=[O:11])[C:5]2[CH:18]=[CH:19][C:20]([C:22]([F:23])([F:25])[F:24])=[CH:21][C:4]=2[N:3]=1. The catalyst class is: 5. (2) Reactant: [CH3:1][O:2][C:3]([C:5]1[CH:6]=[C:7]([CH:11]=[C:12]([C:14]([O:16][CH3:17])=[O:15])[CH:13]=1)[C:8]([OH:10])=O)=[O:4].ON1C(=O)CCC1=O.[NH2:26][CH2:27][CH2:28][NH:29][C:30]([C:32]1[CH:33]=[C:34]([CH:49]=[CH:50][CH:51]=1)[O:35][CH2:36][CH:37]([N:46]=[N+:47]=[N-:48])[O:38][CH2:39][CH2:40][O:41][CH2:42][C:43]([O-:45])=[O:44])=[O:31].[Na+].CCN(C(C)C)C(C)C. Product: [N:46]([CH:37]([O:38][CH2:39][CH2:40][O:41][CH2:42][C:43]([OH:45])=[O:44])[CH2:36][O:35][C:34]1[CH:49]=[CH:50][CH:51]=[C:32]([C:30](=[O:31])[NH:29][CH2:28][CH2:27][NH:26][C:8](=[O:10])[C:7]2[CH:11]=[C:12]([C:14]([O:16][CH3:17])=[O:15])[CH:13]=[C:5]([C:3]([O:2][CH3:1])=[O:4])[CH:6]=2)[CH:33]=1)=[N+:47]=[N-:48]. The catalyst class is: 39. (3) Reactant: [CH2:1]([N:8]1[C@@H:13]2[C@H:14]([C:16]([O:18][C:19]([CH3:22])([CH3:21])[CH3:20])=[O:17])[CH2:15][C@@:9]1([C:24]1[CH:29]=[CH:28][CH:27]=[CH:26][CH:25]=1)[C:10](=O)[CH2:11][CH2:12]2)[C:2]1[CH:7]=[CH:6][CH:5]=[CH:4][CH:3]=1.[CH2:30]([NH2:37])[C:31]1[CH:36]=[CH:35][CH:34]=[CH:33][CH:32]=1.C([BH3-])#N.[Na+]. Product: [CH2:30]([NH:37][C@@H:10]1[CH2:11][CH2:12][C@@H:13]2[N:8]([CH2:1][C:2]3[CH:3]=[CH:4][CH:5]=[CH:6][CH:7]=3)[C@@:9]1([C:24]1[CH:25]=[CH:26][CH:27]=[CH:28][CH:29]=1)[CH2:15][C@H:14]2[C:16]([O:18][C:19]([CH3:20])([CH3:21])[CH3:22])=[O:17])[C:31]1[CH:36]=[CH:35][CH:34]=[CH:33][CH:32]=1. The catalyst class is: 743. (4) Product: [C:1]([C:3]1[CH:4]=[CH:5][C:6]2[O:10][C:9]([CH:11]([C:16]3[C:24]([O:25][CH3:26])=[CH:23][C:22]([CH3:27])=[C:21]4[C:17]=3[CH:18]=[CH:19][NH:20]4)[CH2:12][C:13]([O:15][CH3:31])=[O:14])=[N:8][C:7]=2[CH:28]=1)#[N:2]. The catalyst class is: 64. Reactant: [C:1]([C:3]1[CH:4]=[CH:5][C:6]2[O:10][C:9]([CH:11]([C:16]3[C:24]([O:25][CH3:26])=[CH:23][C:22]([CH3:27])=[C:21]4[C:17]=3[CH:18]=[CH:19][NH:20]4)[CH2:12][C:13]([OH:15])=[O:14])=[N:8][C:7]=2[CH:28]=1)#[N:2].CO.[CH2:31]1CCC(N=C=NC2CCCCC2)CC1. (5) Reactant: [Cl:1][C:2]1[CH:24]=[CH:23][C:5]([CH2:6][NH:7][C:8]([C:10]2[CH:19]=[CH:18][C:13]([C:14]([O:16]C)=O)=[C:12]([N:20]=[C:21]=[S:22])[CH:11]=2)=[O:9])=[CH:4][CH:3]=1.[NH:25]1[C:29]([CH2:30][NH2:31])=[N:28][N:27]=[N:26]1.Cl.C(OCC)(=O)C. Product: [Cl:1][C:2]1[CH:3]=[CH:4][C:5]([CH2:6][NH:7][C:8]([C:10]2[CH:11]=[C:12]3[C:13]([C:14](=[O:16])[N:31]([CH2:30][C:29]4[NH:28][N:27]=[N:26][N:25]=4)[C:21](=[S:22])[NH:20]3)=[CH:18][CH:19]=2)=[O:9])=[CH:23][CH:24]=1. The catalyst class is: 3. (6) Reactant: [C:1]([O:5][C:6]([N:8]1[CH2:12][CH2:11][C@@H:10]([OH:13])[C@H:9]1[C:14]([OH:16])=O)=[O:7])([CH3:4])([CH3:3])[CH3:2].CN(C(ON1N=NC2C=CC=NC1=2)=[N+](C)C)C.F[P-](F)(F)(F)(F)F.CCN(C(C)C)C(C)C.Cl.[F:51][C:52]([F:68])([F:67])[C:53]1[N:58]=[CH:57][C:56]([C:59]2[N:64]=[CH:63][N:62]=[C:61]([CH2:65][NH2:66])[CH:60]=2)=[CH:55][CH:54]=1. Product: [OH:13][C@@H:10]1[CH2:11][CH2:12][N:8]([C:6]([O:5][C:1]([CH3:2])([CH3:3])[CH3:4])=[O:7])[C@@H:9]1[C:14](=[O:16])[NH:66][CH2:65][C:61]1[CH:60]=[C:59]([C:56]2[CH:57]=[N:58][C:53]([C:52]([F:68])([F:67])[F:51])=[CH:54][CH:55]=2)[N:64]=[CH:63][N:62]=1. The catalyst class is: 3. (7) Reactant: [CH3:1][C:2]1([C:6]2[C:10]3[CH2:11][N:12]([C:15]([O:17]C(C)(C)C)=O)[CH2:13][CH2:14][C:9]=3[NH:8][N:7]=2)[CH2:5][CH2:4][CH2:3]1.[Cl:22][C:23]1[CH:28]=[CH:27][CH:26]=[C:25]([N:29]=C=O)[CH:24]=1. Product: [Cl:22][C:23]1[CH:24]=[C:25]([NH:29][C:15]([N:12]2[CH2:13][CH2:14][C:9]3[NH:8][N:7]=[C:6]([C:2]4([CH3:1])[CH2:3][CH2:4][CH2:5]4)[C:10]=3[CH2:11]2)=[O:17])[CH:26]=[CH:27][CH:28]=1. The catalyst class is: 89. (8) Product: [F:1][C:2]1[CH:21]=[CH:20][C:5]([C:6]([NH:8][C:9]2[CH:19]=[CH:18][C:12]([C:13]([OH:15])=[O:14])=[CH:11][CH:10]=2)=[O:7])=[CH:4][CH:3]=1. Reactant: [F:1][C:2]1[CH:21]=[CH:20][C:5]([C:6]([NH:8][C:9]2[CH:19]=[CH:18][C:12]([C:13]([O:15]CC)=[O:14])=[CH:11][CH:10]=2)=[O:7])=[CH:4][CH:3]=1.O1CCCC1.[OH-].[Li+]. The catalyst class is: 5.